From a dataset of Catalyst prediction with 721,799 reactions and 888 catalyst types from USPTO. Predict which catalyst facilitates the given reaction. (1) Reactant: [CH:1]1([NH:4][C:5]2[CH:15]=[CH:14][C:8]([C:9]([O:11]CC)=[O:10])=[CH:7][CH:6]=2)[CH2:3][CH2:2]1.[OH-].[Na+]. Product: [CH:1]1([NH:4][C:5]2[CH:15]=[CH:14][C:8]([C:9]([OH:11])=[O:10])=[CH:7][CH:6]=2)[CH2:3][CH2:2]1. The catalyst class is: 14. (2) Reactant: [OH:1][CH2:2][CH2:3][CH2:4][C@@H:5]1[CH2:10][N:9]([C:11]([O:13][CH2:14][C:15]2[CH:20]=[CH:19][CH:18]=[CH:17][CH:16]=2)=[O:12])[CH2:8][CH2:7][N:6]1C(OC(C)(C)C)=O.C(O)(C(F)(F)F)=O. Product: [OH:1][CH2:2][CH2:3][CH2:4][C@H:5]1[NH:6][CH2:7][CH2:8][N:9]([C:11]([O:13][CH2:14][C:15]2[CH:16]=[CH:17][CH:18]=[CH:19][CH:20]=2)=[O:12])[CH2:10]1. The catalyst class is: 22. (3) Reactant: Cl[C:2]1[N:7]=[C:6]([CH:8]2[CH2:10][CH2:9]2)[CH:5]=[CH:4][N:3]=1.[Br:11][C:12]1[CH:13]=[C:14]([CH:16]=[C:17]([CH3:19])[CH:18]=1)[NH2:15].C(O)(=O)C(C)(C)C. Product: [Br:11][C:12]1[CH:13]=[C:14]([NH:15][C:2]2[N:7]=[C:6]([CH:8]3[CH2:10][CH2:9]3)[CH:5]=[CH:4][N:3]=2)[CH:16]=[C:17]([CH3:19])[CH:18]=1. The catalyst class is: 12. (4) Reactant: Br[C:2]1[CH:7]=[C:6]([O:8][CH3:9])[CH:5]=[C:4]([O:10][CH3:11])[CH:3]=1.C([Li])CCC.CCCCCC.CON(C)[C:26]([C:28]1[CH:29]=[C:30]2[C:35](=[CH:36][CH:37]=1)[N:34]=[CH:33][CH:32]=[CH:31]2)=[O:27]. Product: [CH3:11][O:10][C:4]1[CH:3]=[C:2]([C:26]([C:28]2[CH:29]=[C:30]3[C:35](=[CH:36][CH:37]=2)[N:34]=[CH:33][CH:32]=[CH:31]3)=[O:27])[CH:7]=[C:6]([O:8][CH3:9])[CH:5]=1. The catalyst class is: 20. (5) Reactant: Cl[C:2]1[N:11]=[C:10]([NH:12][CH2:13][CH:14]([C:21]2[CH:26]=[CH:25][N:24]=[CH:23][CH:22]=2)[C:15]2[CH:20]=[CH:19][N:18]=[CH:17][CH:16]=2)[C:9]2[C:4](=[CH:5][CH:6]=[CH:7][CH:8]=2)[N:3]=1.[CH3:27][C:28]1[CH:33]=[C:32]([NH:34][S:35]([CH3:38])(=[O:37])=[O:36])[CH:31]=[CH:30][C:29]=1B(O)O.C1(C(C2C=CC=CN=2)CNC2C3C(=CC=CC=3)N=C(C3C=CC(NS(C)(=O)=O)=CC=3)N=2)C=CC=CC=1. Product: [N:18]1[CH:19]=[CH:20][C:15]([CH:14]([C:21]2[CH:26]=[CH:25][N:24]=[CH:23][CH:22]=2)[CH2:13][NH:12][C:10]2[C:9]3[C:4](=[CH:5][CH:6]=[CH:7][CH:8]=3)[N:3]=[C:2]([C:29]3[CH:30]=[CH:31][C:32]([NH:34][S:35]([CH3:38])(=[O:36])=[O:37])=[CH:33][C:28]=3[CH3:27])[N:11]=2)=[CH:16][CH:17]=1. The catalyst class is: 147. (6) Reactant: [F:1][C:2]1[CH:7]=[CH:6][C:5]([N:8]2[C:12]([C:13]3[CH:23]=[CH:22][C:16]4[O:17][CH2:18][C:19](=[O:21])[NH:20][C:15]=4[CH:14]=3)=[CH:11][C:10]([CH2:24]O)=[N:9]2)=[CH:4][CH:3]=1.C(N(S(F)(F)[F:32])CC)C. Product: [F:32][CH2:24][C:10]1[CH:11]=[C:12]([C:13]2[CH:23]=[CH:22][C:16]3[O:17][CH2:18][C:19](=[O:21])[NH:20][C:15]=3[CH:14]=2)[N:8]([C:5]2[CH:4]=[CH:3][C:2]([F:1])=[CH:7][CH:6]=2)[N:9]=1. The catalyst class is: 2. (7) Reactant: BrC[C:3]1[S:7][C:6]([C:8]([F:11])([F:10])[F:9])=[N:5][CH:4]=1. Product: [F:9][C:8]([F:11])([F:10])[C:6]1[S:7][CH:3]=[CH:4][N:5]=1. The catalyst class is: 8.